Regression. Given a peptide amino acid sequence and an MHC pseudo amino acid sequence, predict their binding affinity value. This is MHC class II binding data. From a dataset of Peptide-MHC class II binding affinity with 134,281 pairs from IEDB. (1) The peptide sequence is DLVAYGGSWKLEGRW. The MHC is DRB3_0101 with pseudo-sequence DRB3_0101. The binding affinity (normalized) is 0.350. (2) The peptide sequence is MYMWLGARYLEFEAL. The MHC is DRB1_0701 with pseudo-sequence DRB1_0701. The binding affinity (normalized) is 0.646. (3) The peptide sequence is VWQHDRVEIIANDQG. The MHC is DRB1_0301 with pseudo-sequence DRB1_0301. The binding affinity (normalized) is 0.168. (4) The peptide sequence is YAGIRRDGLLLRLVD. The MHC is DRB1_0101 with pseudo-sequence DRB1_0101. The binding affinity (normalized) is 0.348. (5) The peptide sequence is TASKLLEDRVGLNHI. The MHC is DRB1_0404 with pseudo-sequence DRB1_0404. The binding affinity (normalized) is 0.396. (6) The peptide sequence is KAFAEGLSGEPKGGA. The MHC is DRB1_1302 with pseudo-sequence DRB1_1302. The binding affinity (normalized) is 0.141. (7) The peptide sequence is ALSINELSNLAKGEK. The MHC is DRB3_0101 with pseudo-sequence DRB3_0101. The binding affinity (normalized) is 0.